From a dataset of Catalyst prediction with 721,799 reactions and 888 catalyst types from USPTO. Predict which catalyst facilitates the given reaction. (1) Reactant: [CH:1]([CH:3]1[C:12]2[C:7](=[CH:8][C:9]([C:13]#[N:14])=[CH:10][CH:11]=2)[O:6][CH2:5][CH2:4]1)=O.[N:15]1([CH2:21][CH2:22][C:23]2[CH:32]=[CH:31][C:26]3[C:27](=[O:30])[O:28][CH2:29][C:25]=3[CH:24]=2)[CH2:20][CH2:19][NH:18][CH2:17][CH2:16]1.C(O[BH-](OC(=O)C)OC(=O)C)(=O)C.[Na+]. Product: [O:30]=[C:27]1[C:26]2[CH:31]=[CH:32][C:23]([CH2:22][CH2:21][N:15]3[CH2:20][CH2:19][N:18]([CH2:1][CH:3]4[C:12]5[C:7](=[CH:8][C:9]([C:13]#[N:14])=[CH:10][CH:11]=5)[O:6][CH2:5][CH2:4]4)[CH2:17][CH2:16]3)=[CH:24][C:25]=2[CH2:29][O:28]1. The catalyst class is: 4. (2) Product: [C:1]([C:5]1[CH:10]=[CH:9][C:8]([C:11]2[S:12][CH:13]=[C:14]([C:17](=[N:21][NH:20][C:22]([NH:24][C:25]3[CH:33]=[CH:32][C:28]([C:29]([OH:31])=[O:30])=[CH:27][CH:26]=3)=[S:23])[CH3:19])[C:15]=2[OH:16])=[CH:7][CH:6]=1)([CH3:4])([CH3:3])[CH3:2]. The catalyst class is: 9. Reactant: [C:1]([C:5]1[CH:10]=[CH:9][C:8]([C:11]2[S:12][CH:13]=[C:14]([C:17]([CH3:19])=O)[C:15]=2[OH:16])=[CH:7][CH:6]=1)([CH3:4])([CH3:3])[CH3:2].[NH:20]([C:22]([NH:24][C:25]1[CH:33]=[CH:32][C:28]([C:29]([OH:31])=[O:30])=[CH:27][CH:26]=1)=[S:23])[NH2:21].Cl.